From a dataset of Reaction yield outcomes from USPTO patents with 853,638 reactions. Predict the reaction yield, written as a fraction of the theoretical maximum amount of product (1.0 means a 100% yield; for example, 0.34 means a 34% yield). (1) The reactants are [Cl:1][C:2]1[CH:10]=[C:9]2[C:5]([CH:6]=[CH:7][NH:8]2)=[CH:4][CH:3]=1.C1COCC1.C(O)(C(F)(F)F)=O.[OH-].[Na+]. The catalyst is B. The product is [Cl:1][C:2]1[CH:10]=[C:9]2[C:5]([CH2:6][CH2:7][NH:8]2)=[CH:4][CH:3]=1. The yield is 0.860. (2) The reactants are [C:1]([C:3]1[CH:8]=[CH:7][CH:6]=[CH:5][C:4]=1[C:9]1[CH:14]=[CH:13][CH:12]=[C:11](OS(C(F)(F)F)(=O)=O)[CH:10]=1)#[N:2].C([O-])(=O)C.[K+].[B:28]1([B:28]2[O:32][C:31]([CH3:34])([CH3:33])[C:30]([CH3:36])([CH3:35])[O:29]2)[O:32][C:31]([CH3:34])([CH3:33])[C:30]([CH3:36])([CH3:35])[O:29]1. The catalyst is O1CCOCC1.C1C=CC([PH+]([C]2[CH][CH][CH][CH]2)C2C=CC=CC=2)=CC=1.C1C=CC([PH+]([C]2[CH][CH][CH][CH]2)C2C=CC=CC=2)=CC=1.C(Cl)Cl.Cl[Pd]Cl.[Fe].C1(P(C2C=CC=CC=2)[C-]2C=CC=C2)C=CC=CC=1.[C-]1(P(C2C=CC=CC=2)C2C=CC=CC=2)C=CC=C1.[Fe+2]. The product is [CH3:35][C:30]1([CH3:36])[C:31]([CH3:34])([CH3:33])[O:32][B:28]([C:11]2[CH:10]=[C:9]([C:4]3[C:3]([C:1]#[N:2])=[CH:8][CH:7]=[CH:6][CH:5]=3)[CH:14]=[CH:13][CH:12]=2)[O:29]1. The yield is 1.00.